This data is from Reaction yield outcomes from USPTO patents with 853,638 reactions. The task is: Predict the reaction yield, written as a fraction of the theoretical maximum amount of product (1.0 means a 100% yield; for example, 0.34 means a 34% yield). (1) The reactants are I[C:2]1[CH:7]=[CH:6][C:5]([O:8][CH3:9])=[CH:4][C:3]=1[OH:10].[CH3:11][CH:12]([CH3:15])[C:13]#[CH:14]. No catalyst specified. The product is [CH3:9][O:8][C:5]1[CH:6]=[CH:7][C:2]2[CH:14]=[C:13]([CH:12]([CH3:15])[CH3:11])[O:10][C:3]=2[CH:4]=1. The yield is 0.380. (2) The reactants are C([O:8][C:9]1[CH:10]=[CH:11][CH:12]=[C:13]2[C:18]=1[N:17]=[C:16]([O:19][CH3:20])[CH:15]=[CH:14]2)C1C=CC=CC=1. The catalyst is CCO.[Pd]. The product is [CH3:20][O:19][C:16]1[CH:15]=[CH:14][C:13]2[C:18](=[C:9]([OH:8])[CH:10]=[CH:11][CH:12]=2)[N:17]=1. The yield is 0.830. (3) The reactants are [Br:1][C:2]1[CH:3]=[C:4]([CH:6]=[CH:7][CH:8]=1)[NH2:5].[F:9][C:10]([F:15])([F:14])[CH:11]1[O:13][CH2:12]1. No catalyst specified. The product is [Br:1][C:2]1[CH:3]=[C:4]([NH:5][CH2:12][CH:11]([OH:13])[C:10]([F:15])([F:14])[F:9])[CH:6]=[CH:7][CH:8]=1. The yield is 0.840. (4) The reactants are Br[C:2]1[C:3]([N:22]2[CH2:27][CH2:26][C:25]([F:29])([CH3:28])[CH2:24][CH2:23]2)=[C:4]([C@H:10]([O:17][C:18]([CH3:21])([CH3:20])[CH3:19])[C:11]([O:13][CH:14]([CH3:16])[CH3:15])=[O:12])[C:5]([CH3:9])=[N:6][C:7]=1[CH3:8].[F:30][C:31]1[CH:56]=[CH:55][C:34]([CH2:35][CH2:36][O:37][C:38]2[CH:43]=[CH:42][C:41](B3OC(=O)CN(C)CC(=O)O3)=[CH:40][CH:39]=2)=[CH:33][CH:32]=1.C1(P(C2CCCCC2)C2C=CC=CC=2C2C(OC)=CC=CC=2OC)CCCCC1.[O-]P([O-])([O-])=O.[K+].[K+].[K+]. The catalyst is O1CCOCC1.O.CCOC(C)=O.C(O[Pd]OC(=O)C)(=O)C. The product is [C:18]([O:17][C@@H:10]([C:4]1[C:5]([CH3:9])=[N:6][C:7]([CH3:8])=[C:2]([C:41]2[CH:40]=[CH:39][C:38]([O:37][CH2:36][CH2:35][C:34]3[CH:33]=[CH:32][C:31]([F:30])=[CH:56][CH:55]=3)=[CH:43][CH:42]=2)[C:3]=1[N:22]1[CH2:27][CH2:26][C:25]([F:29])([CH3:28])[CH2:24][CH2:23]1)[C:11]([O:13][CH:14]([CH3:16])[CH3:15])=[O:12])([CH3:21])([CH3:20])[CH3:19]. The yield is 0.780. (5) The reactants are [F:1][CH:2]([F:32])[C:3]1[N:7]([C:8]2[N:13]=[C:12]([N:14]3[CH2:19][CH2:18][O:17][CH2:16][CH2:15]3)[N:11]=[C:10]([N:20]3[CH2:25][CH2:24][NH:23][CH2:22][CH2:21]3)[N:9]=2)[C:6]2[CH:26]=[CH:27][CH:28]=[C:29]([O:30][CH3:31])[C:5]=2[N:4]=1.[Cl:33][CH2:34][S:35](Cl)(=[O:37])=[O:36].C(Cl)Cl.CCOC(C)=O. The catalyst is N1C=CC=CC=1.O. The product is [Cl:33][CH2:34][S:35]([N:23]1[CH2:24][CH2:25][N:20]([C:10]2[N:11]=[C:12]([N:14]3[CH2:15][CH2:16][O:17][CH2:18][CH2:19]3)[N:13]=[C:8]([N:7]3[C:6]4[CH:26]=[CH:27][CH:28]=[C:29]([O:30][CH3:31])[C:5]=4[N:4]=[C:3]3[CH:2]([F:1])[F:32])[N:9]=2)[CH2:21][CH2:22]1)(=[O:37])=[O:36]. The yield is 0.360. (6) The reactants are C(OC([N:8]1[CH2:12][CH2:11][CH2:10][C@H:9]1[C:13]1[CH:18]=[CH:17][C:16](/[CH:19]=[CH:20]/[C:21]([O:23][CH3:24])=[O:22])=[CH:15][CH:14]=1)=O)(C)(C)C.[ClH:25].C(OCC)C. The catalyst is O1CCOCC1. The product is [ClH:25].[CH3:24][O:23][C:21](=[O:22])/[CH:20]=[CH:19]/[C:16]1[CH:17]=[CH:18][C:13]([C@@H:9]2[CH2:10][CH2:11][CH2:12][NH:8]2)=[CH:14][CH:15]=1. The yield is 0.940. (7) The reactants are C([Li])CCC.[F:6][C:7]([F:22])([F:21])[C:8]1[N:9]=[CH:10][N:11]([CH2:13][O:14][CH2:15][CH2:16][Si:17]([CH3:20])([CH3:19])[CH3:18])[CH:12]=1.Cl[C:24]1[CH:29]=[C:28]([C:30]2[CH:35]=[CH:34][C:33]([Cl:36])=[C:32]([Cl:37])[CH:31]=2)[N:27]=[CH:26][N:25]=1. The catalyst is C1COCC1.CC(OC)(C)C.[Cl-].[Cl-].[Zn+2].C1C=CC([P]([Pd]([P](C2C=CC=CC=2)(C2C=CC=CC=2)C2C=CC=CC=2)([P](C2C=CC=CC=2)(C2C=CC=CC=2)C2C=CC=CC=2)[P](C2C=CC=CC=2)(C2C=CC=CC=2)C2C=CC=CC=2)(C2C=CC=CC=2)C2C=CC=CC=2)=CC=1. The product is [Cl:37][C:32]1[CH:31]=[C:30]([C:28]2[CH:29]=[C:24]([C:10]3[N:11]([CH2:13][O:14][CH2:15][CH2:16][Si:17]([CH3:18])([CH3:19])[CH3:20])[CH:12]=[C:8]([C:7]([F:21])([F:6])[F:22])[N:9]=3)[N:25]=[CH:26][N:27]=2)[CH:35]=[CH:34][C:33]=1[Cl:36]. The yield is 0.680.